Dataset: NCI-60 drug combinations with 297,098 pairs across 59 cell lines. Task: Regression. Given two drug SMILES strings and cell line genomic features, predict the synergy score measuring deviation from expected non-interaction effect. (1) Drug 1: COC1=C(C=C2C(=C1)N=CN=C2NC3=CC(=C(C=C3)F)Cl)OCCCN4CCOCC4. Drug 2: CC1=C2C(C(=O)C3(C(CC4C(C3C(C(C2(C)C)(CC1OC(=O)C(C(C5=CC=CC=C5)NC(=O)C6=CC=CC=C6)O)O)OC(=O)C7=CC=CC=C7)(CO4)OC(=O)C)O)C)OC(=O)C. Cell line: ACHN. Synergy scores: CSS=53.5, Synergy_ZIP=-1.09, Synergy_Bliss=-0.717, Synergy_Loewe=3.37, Synergy_HSA=4.29. (2) Drug 1: C1=NC2=C(N1)C(=S)N=CN2. Drug 2: CC12CCC3C(C1CCC2OP(=O)(O)O)CCC4=C3C=CC(=C4)OC(=O)N(CCCl)CCCl.[Na+]. Cell line: SF-295. Synergy scores: CSS=28.5, Synergy_ZIP=-7.94, Synergy_Bliss=-7.31, Synergy_Loewe=-26.5, Synergy_HSA=-5.98.